From a dataset of Catalyst prediction with 721,799 reactions and 888 catalyst types from USPTO. Predict which catalyst facilitates the given reaction. (1) Reactant: [Cl:1][C:2]1[N:7]=[C:6](Cl)[CH:5]=[CH:4][N:3]=1.[CH:9]([N:12]1[C:16](B2OC(C)(C)C(C)(C)O2)=[CH:15][N:14]=[CH:13]1)([CH3:11])[CH3:10].[O-]P([O-])([O-])=O.[K+].[K+].[K+].O. Product: [Cl:1][C:2]1[N:7]=[C:6]([C:16]2[N:12]([CH:9]([CH3:11])[CH3:10])[CH:13]=[N:14][CH:15]=2)[CH:5]=[CH:4][N:3]=1. The catalyst class is: 77. (2) Reactant: [C:1]([C:3]1[CH:8]=[CH:7][C:6]([NH:9][C:10]2[N:11]=[C:12]([O:19][C:20]3[C:27]([CH3:28])=[CH:26][C:23]([C:24]#[N:25])=[CH:22][C:21]=3[CH3:29])[C:13]3[NH:18][CH:17]=[CH:16][C:14]=3[N:15]=2)=[CH:5][CH:4]=1)#[N:2].C1C(=O)N([Cl:37])C(=O)C1. The catalyst class is: 2. Product: [Cl:37][C:16]1[C:14]2[N:15]=[C:10]([NH:9][C:6]3[CH:7]=[CH:8][C:3]([C:1]#[N:2])=[CH:4][CH:5]=3)[N:11]=[C:12]([O:19][C:20]3[C:21]([CH3:29])=[CH:22][C:23]([C:24]#[N:25])=[CH:26][C:27]=3[CH3:28])[C:13]=2[NH:18][CH:17]=1.